Dataset: Full USPTO retrosynthesis dataset with 1.9M reactions from patents (1976-2016). Task: Predict the reactants needed to synthesize the given product. Given the product [C:15]1([CH2:14][CH2:13][CH2:12][N:2]2[CH2:3][C:4]3[C:9](=[CH:8][CH:7]=[CH:6][CH:5]=3)[C:1]2=[O:10])[CH:20]=[CH:19][CH:18]=[CH:17][CH:16]=1, predict the reactants needed to synthesize it. The reactants are: [C:1]1(=[O:10])[C:9]2[C:4](=[CH:5][CH:6]=[CH:7][CH:8]=2)[CH2:3][NH:2]1.Br[CH2:12][CH2:13][CH2:14][C:15]1[CH:20]=[CH:19][CH:18]=[CH:17][CH:16]=1.C([O-])([O-])=O.[Cs+].[Cs+].C1OCCOCCOCCOCCOCCOC1.